Dataset: Full USPTO retrosynthesis dataset with 1.9M reactions from patents (1976-2016). Task: Predict the reactants needed to synthesize the given product. (1) Given the product [CH2:1]([O:3][C:4](=[O:17])[CH:5]([S:6]([CH2:9][C:10]1[CH:11]=[CH:12][C:13]([Br:16])=[CH:14][CH:15]=1)(=[O:7])=[O:8])[CH2:18][CH2:19][N:23]1[C:24](=[O:31])[C:25]2[CH:30]=[CH:29][CH:28]=[CH:27][C:26]=2[N:21]=[N:22]1)[CH3:2], predict the reactants needed to synthesize it. The reactants are: [CH2:1]([O:3][C:4](=[O:17])[CH2:5][S:6]([CH2:9][C:10]1[CH:15]=[CH:14][C:13]([Br:16])=[CH:12][CH:11]=1)(=[O:8])=[O:7])[CH3:2].[CH2:18](Br)[CH3:19].[N:21]1[C:26]2[CH:27]=[CH:28][CH:29]=[CH:30][C:25]=2[C:24](=[O:31])[NH:23][N:22]=1.C(=O)([O-])[O-].[K+].[K+]. (2) Given the product [CH2:22]([N:13]1[C:14]2[CH:1]=[CH:2][CH:3]=[CH:4][C:5]=2[O:6][C:7]2[C:12]1=[CH:11][CH:10]=[CH:9][CH:8]=2)[CH2:23][CH2:24][CH2:25][CH2:26][CH2:27][CH2:28][CH3:29], predict the reactants needed to synthesize it. The reactants are: [CH:1]1[C:14]2[NH:13][C:12]3[C:7](=[CH:8][CH:9]=[CH:10][CH:11]=3)[O:6][C:5]=2[CH:4]=[CH:3][CH:2]=1.[OH-].[Na+].CS(C)=O.Br[CH2:22][CH2:23][CH2:24][CH2:25][CH2:26][CH2:27][CH2:28][CH3:29]. (3) Given the product [Cl:1][C:2]1[CH:26]=[CH:25][C:5]([CH2:6][N:7]2[C:15]3[C:10](=[CH:11][C:12]([CH:16]=[C:17]4[S:21][C:20]([N:38]5[CH2:39][CH2:40][CH:36]([NH:35][C:33](=[O:34])[C:32]([F:42])([F:41])[F:31])[CH2:37]5)=[N:19][C:18]4=[O:24])=[CH:13][CH:14]=3)[CH:9]=[N:8]2)=[C:4]([C:27]([F:28])([F:29])[F:30])[CH:3]=1, predict the reactants needed to synthesize it. The reactants are: [Cl:1][C:2]1[CH:26]=[CH:25][C:5]([CH2:6][N:7]2[C:15]3[C:10](=[CH:11][C:12]([CH:16]=[C:17]4[S:21][C:20](SC)=[N:19][C:18]4=[O:24])=[CH:13][CH:14]=3)[CH:9]=[N:8]2)=[C:4]([C:27]([F:30])([F:29])[F:28])[CH:3]=1.[F:31][C:32]([F:42])([F:41])[C:33]([NH:35][CH:36]1[CH2:40][CH2:39][NH:38][CH2:37]1)=[O:34]. (4) Given the product [C:20]([C:2]1[S:3][CH:4]=[C:5]([CH2:7][O:8][N:9]2[C:17](=[O:18])[C:16]3[C:11](=[CH:12][CH:13]=[CH:14][CH:15]=3)[C:10]2=[O:19])[N:6]=1)#[C:21][CH2:22][CH2:23][CH2:24][CH3:25], predict the reactants needed to synthesize it. The reactants are: Br[C:2]1[S:3][CH:4]=[C:5]([CH2:7][O:8][N:9]2[C:17](=[O:18])[C:16]3[C:11](=[CH:12][CH:13]=[CH:14][CH:15]=3)[C:10]2=[O:19])[N:6]=1.[CH:20]#[C:21][CH2:22][CH2:23][CH2:24][CH3:25].C(N(CC)CC)C. (5) Given the product [Br:15][C:10]1[C:11]2[N:12]=[CH:22][CH:20]=[N:1][C:2]=2[C:3]([C:4]([O:6][CH3:7])=[O:5])=[C:8]([O:16][CH3:17])[CH:9]=1, predict the reactants needed to synthesize it. The reactants are: [NH2:1][C:2]1[C:11]([N+:12]([O-])=O)=[C:10]([Br:15])[CH:9]=[C:8]([O:16][CH3:17])[C:3]=1[C:4]([O:6][CH3:7])=[O:5].[H][H].[CH:20]([CH:22]=O)=O.